Dataset: Full USPTO retrosynthesis dataset with 1.9M reactions from patents (1976-2016). Task: Predict the reactants needed to synthesize the given product. Given the product [O:37]=[C:32]1[CH2:33][CH2:34][C:35](=[O:36])[N:31]1[O:24][C:23](=[O:25])[CH2:22][CH2:21][C:20]([NH:19][CH2:18][CH:16]1[O:15][C:14]2[CH:27]=[CH:28][C:11]([CH2:10][CH:9]([NH:8][C:6]([O:5][C:1]([CH3:4])([CH3:2])[CH3:3])=[O:7])[CH3:29])=[CH:12][C:13]=2[O:17]1)=[O:26], predict the reactants needed to synthesize it. The reactants are: [C:1]([O:5][C:6]([NH:8][CH:9]([CH3:29])[CH2:10][C:11]1[CH:28]=[CH:27][C:14]2[O:15][CH:16]([CH2:18][NH:19][C:20](=[O:26])[CH2:21][CH2:22][C:23]([OH:25])=[O:24])[O:17][C:13]=2[CH:12]=1)=[O:7])([CH3:4])([CH3:3])[CH3:2].O[N:31]1[C:35](=[O:36])[CH2:34][CH2:33][C:32]1=[O:37].C(N=C=NCCCN(C)C)C.